From a dataset of Peptide-MHC class II binding affinity with 134,281 pairs from IEDB. Regression. Given a peptide amino acid sequence and an MHC pseudo amino acid sequence, predict their binding affinity value. This is MHC class II binding data. The peptide sequence is LCHEVYNSSQKSLFF. The MHC is DRB1_0101 with pseudo-sequence DRB1_0101. The binding affinity (normalized) is 0.476.